Predict which catalyst facilitates the given reaction. From a dataset of Catalyst prediction with 721,799 reactions and 888 catalyst types from USPTO. (1) Reactant: [CH:1]1([C:8](=O)[CH2:9]Cl)[CH2:3][CH:2]1[C:4](=O)[CH2:5]Cl.C([O-])([O-])=O.[Na+].[Na+].[CH3:18][C:19]1[C:20]([NH2:25])=[N:21][CH:22]=[CH:23][CH:24]=1. Product: [CH3:18][C:19]1[C:20]2[N:21]([CH:9]=[C:8]([CH:1]3[CH2:3][CH:2]3[C:4]3[N:25]=[C:20]4[C:19]([CH3:18])=[CH:24][CH:23]=[CH:22][N:21]4[CH:5]=3)[N:25]=2)[CH:22]=[CH:23][CH:24]=1. The catalyst class is: 88. (2) Reactant: O1[C@@:18]23[C@:19]4([CH3:28])[C:24](=[CH:25][CH2:26][C@@:2]12[C@H:3]1[C@:15]([CH3:29])([CH2:16][CH2:17]3)[C@@H:6]([C@H:7]([CH3:14])[CH2:8][CH2:9][CH2:10][CH:11]([CH3:13])[CH3:12])[CH2:5][CH2:4]1)[CH2:23][C@@H:22]([OH:27])[CH2:21][CH2:20]4.[C-]#N.C([Al+]CC)C. Product: [CH3:13][CH:11]([CH2:10][CH2:9][CH2:8][C@H:7]([C@@H:6]1[C@:15]2([CH3:29])[C:3]([C:2]3[CH2:26][CH:25]=[C:24]4[C@:19]([C:18]=3[CH2:17][CH2:16]2)([CH3:28])[CH2:20][CH2:21][C@H:22]([OH:27])[CH2:23]4)=[CH:4][CH2:5]1)[CH3:14])[CH3:12]. The catalyst class is: 4. (3) Product: [OH-:15].[NH4+:1].[S:25]1[C:18]2[CH:19]=[CH:20][CH:21]=[CH:22][C:17]=2[N:23]=[C:24]1[NH:1][CH2:2][CH2:3][NH:4][C:5](=[O:16])[C@@H:6]([NH:9][C:10](=[O:15])[C:11]([F:14])([F:12])[F:13])[CH2:7][CH3:8]. Reactant: [NH2:1][CH2:2][CH2:3][NH:4][C:5](=[O:16])[C@@H:6]([NH:9][C:10](=[O:15])[C:11]([F:14])([F:13])[F:12])[CH2:7][CH3:8].[C:17]1([N:23]=[C:24]=[S:25])[CH:22]=[CH:21][CH:20]=[CH:19][CH:18]=1.[Br-].[Br-].[Br-].C([N+](C)(C)C)C1C=CC=CC=1.C([N+](C)(C)C)C1C=CC=CC=1.C([N+](C)(C)C)C1C=CC=CC=1. The catalyst class is: 2. (4) Reactant: C([O:5][C:6](=[O:48])[CH2:7][C@H:8]1[CH2:13][C@@H:12]([CH2:14][CH2:15][N:16]2[C:20]([CH:21]([CH3:23])[CH3:22])=[C:19]([C:24](=[O:32])[NH:25][C:26]3[CH:31]=[CH:30][CH:29]=[CH:28][CH:27]=3)[C:18]([C:33]3[CH:38]=[CH:37][CH:36]=[CH:35][CH:34]=3)=[C:17]2[C:39]2[CH:44]=[CH:43][C:42]([F:45])=[CH:41][CH:40]=2)[O:11]C(C)(C)[O:9]1)(C)(C)C.Cl.[OH-].[Na+:51]. Product: [CH3:23][CH:21]([C:20]1[N:16]([CH2:15][CH2:14][C@@H:12]([OH:11])[CH2:13][C@@H:8]([OH:9])[CH2:7][C:6]([O-:48])=[O:5])[C:17]([C:39]2[CH:44]=[CH:43][C:42]([F:45])=[CH:41][CH:40]=2)=[C:18]([C:33]2[CH:38]=[CH:37][CH:36]=[CH:35][CH:34]=2)[C:19]=1[C:24]([NH:25][C:26]1[CH:31]=[CH:30][CH:29]=[CH:28][CH:27]=1)=[O:32])[CH3:22].[Na+:51]. The catalyst class is: 32. (5) Reactant: [F:1][C:2]1[CH:7]=[C:6]([F:8])[CH:5]=[CH:4][C:3]=1[C:9]([OH:29])([CH2:23][N:24]1[CH:28]=[N:27][CH:26]=[N:25]1)[CH2:10][N:11]1[C:19]2[C:14](=[CH:15][C:16]([N+:20]([O-])=O)=[CH:17][CH:18]=2)[CH:13]=[N:12]1.[H][H]. Product: [NH2:20][C:16]1[CH:15]=[C:14]2[C:19](=[CH:18][CH:17]=1)[N:11]([CH2:10][C:9]([C:3]1[CH:4]=[CH:5][C:6]([F:8])=[CH:7][C:2]=1[F:1])([OH:29])[CH2:23][N:24]1[CH:28]=[N:27][CH:26]=[N:25]1)[N:12]=[CH:13]2. The catalyst class is: 19. (6) Reactant: Cl.[NH2:2][CH2:3][CH2:4][N:5]1[C:9]([C:10](O)=[O:11])=[CH:8][C:7]2[CH2:13][C:14]([CH3:17])([CH3:16])[CH2:15][C:6]1=2.[O-]CC.[Na+]. Product: [CH3:16][C:14]1([CH3:17])[CH2:13][C:7]2[CH:8]=[C:9]3[N:5]([CH2:4][CH2:3][NH:2][C:10]3=[O:11])[C:6]=2[CH2:15]1. The catalyst class is: 8. (7) Reactant: [CH3:1][C:2]1[CH:7]=[CH:6][CH:5]=[C:4]([CH3:8])[C:3]=1[NH:9][C:10]([NH2:12])=[S:11].[CH3:13]I. Product: [CH3:8][C:4]1[CH:5]=[CH:6][CH:7]=[C:2]([CH3:1])[C:3]=1[N:9]=[C:10]([S:11][CH3:13])[NH2:12]. The catalyst class is: 14. (8) Reactant: C1(P([N:15]=[N+:16]=[N-:17])(C2C=CC=CC=2)=O)C=CC=CC=1.N12CCCC=C1CCCCN2.[Cl:29][C:30]1[CH:31]=[C:32]([C:37]2([C:51]([F:54])([F:53])[F:52])[O:41][N:40]=[C:39]([C:42]3[S:46][C:45]([CH:47](O)[CH3:48])=[C:44]([CH3:50])[CH:43]=3)[CH2:38]2)[CH:33]=[C:34]([Cl:36])[CH:35]=1. Product: [N:15]([CH:47]([C:45]1[S:46][C:42]([C:39]2[CH2:38][C:37]([C:32]3[CH:31]=[C:30]([Cl:29])[CH:35]=[C:34]([Cl:36])[CH:33]=3)([C:51]([F:54])([F:53])[F:52])[O:41][N:40]=2)=[CH:43][C:44]=1[CH3:50])[CH3:48])=[N+:16]=[N-:17]. The catalyst class is: 11. (9) Reactant: C1(C)C=CC(S(O)(=O)=O)=CC=1.[Cl:12][C:13]1[N:18]=[C:17]([Cl:19])[N:16]=[C:15]2[NH:20][N:21]=[CH:22][C:14]=12.[O:23]1[CH:28]=[CH:27][CH2:26][CH2:25][CH2:24]1. Product: [Cl:12][C:13]1[N:18]=[C:17]([Cl:19])[N:16]=[C:15]2[N:20]([CH:24]3[CH2:25][CH2:26][CH2:27][CH2:28][O:23]3)[N:21]=[CH:22][C:14]=12. The catalyst class is: 76. (10) Reactant: C([O-])([O-])=O.[Na+].[Na+].[CH:7]1([N:12]2[CH:16]=[CH:15][CH:14]=[N:13]2)[CH2:11][CH2:10][CH2:9][CH2:8]1.[Br:17]Br. Product: [Br:17][C:15]1[CH:14]=[N:13][N:12]([CH:7]2[CH2:11][CH2:10][CH2:9][CH2:8]2)[CH:16]=1. The catalyst class is: 2.